Dataset: Forward reaction prediction with 1.9M reactions from USPTO patents (1976-2016). Task: Predict the product of the given reaction. (1) Given the reactants [Cl:1][C:2]1[C:7]([C:8]2[CH:13]=[CH:12][CH:11]=[CH:10][CH:9]=2)=[N:6][N:5]=[C:4]2[N:14]([CH2:23][C:24](O)=[O:25])[N:15]=[C:16]([C:17]3[CH:22]=[CH:21][CH:20]=[CH:19][CH:18]=3)[C:3]=12.[CH3:27][N:28]1[CH2:33][C@H:32]2[CH2:34][C@@H:29]1[CH2:30][NH:31]2.C(N(C(C)C)CC)(C)C.F[P-](F)(F)(F)(F)F.N1(OC(N(C)C)=[N+](C)C)C2N=CC=CC=2N=N1, predict the reaction product. The product is: [Cl:1][C:2]1[C:7]([C:8]2[CH:9]=[CH:10][CH:11]=[CH:12][CH:13]=2)=[N:6][N:5]=[C:4]2[N:14]([CH2:23][C:24]([N:31]3[CH2:30][C@H:29]4[CH2:34][C@@H:32]3[CH2:33][N:28]4[CH3:27])=[O:25])[N:15]=[C:16]([C:17]3[CH:18]=[CH:19][CH:20]=[CH:21][CH:22]=3)[C:3]=12. (2) The product is: [CH3:17][C:18]1([CH3:51])[O:23][C:22]([NH:24][C:25]23[CH2:32][CH:31]4[CH2:33][C:27]([C:34]([NH2:36])=[O:35])([CH2:28][CH:29]2[CH2:30]4)[CH2:26]3)=[N:21][S:20](=[O:37])(=[O:38])[C@@H:19]1[C:39]1[CH:40]=[CH:41][C:42]([CH:45]2[CH2:50][CH2:49][N:48]([CH2:11][CH2:12][C:13]([F:16])([F:15])[F:14])[CH2:47][CH2:46]2)=[CH:43][CH:44]=1. Given the reactants CCN(C(C)C)C(C)C.Br[CH2:11][CH2:12][C:13]([F:16])([F:15])[F:14].[CH3:17][C:18]1([CH3:51])[O:23][C:22]([NH:24][C:25]23[CH2:32][CH:31]4[CH2:33][C:27]([C:34]([NH2:36])=[O:35])([CH2:28][CH:29]2[CH2:30]4)[CH2:26]3)=[N:21][S:20](=[O:38])(=[O:37])[C@@H:19]1[C:39]1[CH:44]=[CH:43][C:42]([CH:45]2[CH2:50][CH2:49][NH:48][CH2:47][CH2:46]2)=[CH:41][CH:40]=1, predict the reaction product. (3) Given the reactants [Cl:1][C:2]1[CH:3]=[C:4]2[C:9](=[C:10]([CH3:12])[CH:11]=1)[NH:8][CH:7]([C:13]([F:16])([F:15])[F:14])[C:6]([C:17]([O:19]CC)=[O:18])=[CH:5]2.[OH-].[Li+].Cl.C(OCC)C, predict the reaction product. The product is: [Cl:1][C:2]1[CH:3]=[C:4]2[C:9](=[C:10]([CH3:12])[CH:11]=1)[NH:8][CH:7]([C:13]([F:16])([F:14])[F:15])[C:6]([C:17]([OH:19])=[O:18])=[CH:5]2. (4) Given the reactants [N:1]1[CH:6]=[CH:5][CH:4]=[C:3]([S:7]([NH2:10])(=[O:9])=[O:8])[CH:2]=1.F[C:12]([F:17])(F)[C:13](O)=O.[CH3:18][N:19]([CH3:24])[CH2:20][C:21](Cl)=[O:22].[ClH:25].[C:26](=[O:29])([O-])[O-].[Na+].[Na+], predict the reaction product. The product is: [Cl:25][C:5]1[CH:4]=[C:3]([S:7]([NH2:10])(=[O:9])=[O:8])[CH:2]=[N:1][C:6]=1[O:29][CH2:26][C:12]1([F:17])[CH2:3][CH2:2][N:1]([C:21](=[O:22])[CH2:20][N:19]([CH3:24])[CH3:18])[CH2:6][CH2:13]1. (5) Given the reactants C1(S([N:10]2[C:14]3=[N:15][CH:16]=[C:17]([Cl:19])[CH:18]=[C:13]3[C:12]([CH2:20][C:21]3[CH:22]=[N:23][C:24](S(C)(=O)=O)=[N:25][CH:26]=3)=[CH:11]2)(=O)=O)C=CC=CC=1.CN1CCCC1=O.[F:38][C:39]1[CH:44]=[CH:43][C:42]([C@@H:45]([NH2:47])[CH3:46])=[CH:41][CH:40]=1.[OH-].[K+], predict the reaction product. The product is: [Cl:19][C:17]1[CH:18]=[C:13]2[C:12]([CH2:20][C:21]3[CH:26]=[N:25][C:24]([NH:47][C@H:45]([C:42]4[CH:43]=[CH:44][C:39]([F:38])=[CH:40][CH:41]=4)[CH3:46])=[N:23][CH:22]=3)=[CH:11][NH:10][C:14]2=[N:15][CH:16]=1. (6) Given the reactants Br[CH2:2][CH2:3][N:4]1[CH:8]=[CH:7][CH:6]=[C:5]1[C:9]([O:11][CH2:12][CH3:13])=[O:10].[CH3:14][CH2:15][CH:16]([NH2:19])[CH2:17][CH3:18].[I-].[K+], predict the reaction product. The product is: [CH2:15]([CH:16]([NH:19][CH2:2][CH2:3][N:4]1[CH:8]=[CH:7][CH:6]=[C:5]1[C:9]([O:11][CH2:12][CH3:13])=[O:10])[CH2:17][CH3:18])[CH3:14]. (7) Given the reactants [CH3:1][C:2]1([CH3:32])[N:6]([C:7]([O:9][C:10]([CH3:13])([CH3:12])[CH3:11])=[O:8])[C@@H:5]([CH2:14][CH2:15][C:16]2[CH:21]=[CH:20][C:19]([NH:22][C:23]3[N:28]=[CH:27][C:26]([S:29]([CH3:31])=[O:30])=[CH:25][N:24]=3)=[CH:18][CH:17]=2)[CH2:4][O:3]1.C1C=C(Cl)C=C(C(OO)=[O:41])C=1, predict the reaction product. The product is: [CH3:1][C:2]1([CH3:32])[N:6]([C:7]([O:9][C:10]([CH3:11])([CH3:12])[CH3:13])=[O:8])[C@@H:5]([CH2:14][CH2:15][C:16]2[CH:21]=[CH:20][C:19]([NH:22][C:23]3[N:28]=[CH:27][C:26]([S:29]([CH3:31])(=[O:41])=[O:30])=[CH:25][N:24]=3)=[CH:18][CH:17]=2)[CH2:4][O:3]1. (8) The product is: [CH:3]1([C:6]2[CH:11]=[C:10]([CH2:12][N:13]3[CH2:16][C:15]4([CH2:20][C:19]([N:21]5[CH2:26][CH2:25][C:24]([CH3:30])([C:27]([OH:29])=[O:28])[CH2:23][CH2:22]5)=[N:18][O:17]4)[CH2:14]3)[C:9]([O:31][CH3:32])=[CH:8][C:7]=2[C:33]2[CH:38]=[CH:37][C:36]([F:39])=[CH:35][C:34]=2[F:40])[CH2:4][CH2:5]1. Given the reactants [OH-].[Na+].[CH:3]1([C:6]2[CH:11]=[C:10]([CH2:12][N:13]3[CH2:16][C:15]4([CH2:20][C:19]([N:21]5[CH2:26][CH2:25][C:24]([CH3:30])([C:27]([O-:29])=[O:28])[CH2:23][CH2:22]5)=[N:18][O:17]4)[CH2:14]3)[C:9]([O:31][CH3:32])=[CH:8][C:7]=2[C:33]2[CH:38]=[CH:37][C:36]([F:39])=[CH:35][C:34]=2[F:40])[CH2:5][CH2:4]1.Cl, predict the reaction product.